This data is from Catalyst prediction with 721,799 reactions and 888 catalyst types from USPTO. The task is: Predict which catalyst facilitates the given reaction. (1) Reactant: [Cl:1][C:2]1[C:3]2[CH:10]=[CH:9][NH:8][C:4]=2[N:5]=[CH:6][N:7]=1.C1C(=O)N([Br:18])C(=O)C1. Product: [Br:18][C:10]1[C:3]2[C:2]([Cl:1])=[N:7][CH:6]=[N:5][C:4]=2[NH:8][CH:9]=1. The catalyst class is: 2. (2) Reactant: C[O:2][C:3](=[O:27])[C:4]1[CH:9]=[C:8]([O:10][CH2:11][C:12]2[CH:17]=[CH:16][CH:15]=[CH:14][CH:13]=2)[CH:7]=[C:6]([C:18]2[CH:26]=[CH:25][C:21]3[O:22][CH2:23][O:24][C:20]=3[CH:19]=2)[CH:5]=1.[OH-].[Na+]. Product: [O:22]1[C:21]2[CH:25]=[CH:26][C:18]([C:6]3[CH:5]=[C:4]([CH:9]=[C:8]([O:10][CH2:11][C:12]4[CH:13]=[CH:14][CH:15]=[CH:16][CH:17]=4)[CH:7]=3)[C:3]([OH:27])=[O:2])=[CH:19][C:20]=2[O:24][CH2:23]1. The catalyst class is: 12. (3) Reactant: [CH2:1]([O:8][CH2:9][CH2:10][CH2:11][CH2:12][CH2:13][CH2:14][CH2:15][CH2:16]O)[C:2]1[CH:7]=[CH:6][CH:5]=[CH:4][CH:3]=1.C(Br)(Br)(Br)[Br:19].C1C=CC(P(C2C=CC=CC=2)C2C=CC=CC=2)=CC=1. Product: [Br:19][CH2:16][CH2:15][CH2:14][CH2:13][CH2:12][CH2:11][CH2:10][CH2:9][O:8][CH2:1][C:2]1[CH:7]=[CH:6][CH:5]=[CH:4][CH:3]=1. The catalyst class is: 2.